Task: Regression. Given two drug SMILES strings and cell line genomic features, predict the synergy score measuring deviation from expected non-interaction effect.. Dataset: NCI-60 drug combinations with 297,098 pairs across 59 cell lines (1) Drug 1: CCC1(CC2CC(C3=C(CCN(C2)C1)C4=CC=CC=C4N3)(C5=C(C=C6C(=C5)C78CCN9C7C(C=CC9)(C(C(C8N6C=O)(C(=O)OC)O)OC(=O)C)CC)OC)C(=O)OC)O.OS(=O)(=O)O. Drug 2: CS(=O)(=O)CCNCC1=CC=C(O1)C2=CC3=C(C=C2)N=CN=C3NC4=CC(=C(C=C4)OCC5=CC(=CC=C5)F)Cl. Cell line: MALME-3M. Synergy scores: CSS=20.2, Synergy_ZIP=3.60, Synergy_Bliss=11.7, Synergy_Loewe=-9.92, Synergy_HSA=8.44. (2) Drug 2: CC1C(C(CC(O1)OC2CC(CC3=C2C(=C4C(=C3O)C(=O)C5=CC=CC=C5C4=O)O)(C(=O)C)O)N)O. Drug 1: C1=CC=C(C=C1)NC(=O)CCCCCCC(=O)NO. Cell line: M14. Synergy scores: CSS=55.1, Synergy_ZIP=4.94, Synergy_Bliss=8.28, Synergy_Loewe=-32.1, Synergy_HSA=7.99. (3) Drug 1: CN(C)C1=NC(=NC(=N1)N(C)C)N(C)C. Drug 2: CC1C(C(CC(O1)OC2CC(OC(C2O)C)OC3=CC4=CC5=C(C(=O)C(C(C5)C(C(=O)C(C(C)O)O)OC)OC6CC(C(C(O6)C)O)OC7CC(C(C(O7)C)O)OC8CC(C(C(O8)C)O)(C)O)C(=C4C(=C3C)O)O)O)O. Cell line: HOP-92. Synergy scores: CSS=-0.880, Synergy_ZIP=-0.586, Synergy_Bliss=-1.15, Synergy_Loewe=-1.86, Synergy_HSA=-1.86. (4) Drug 1: C1=CC(=CC=C1CCC2=CNC3=C2C(=O)NC(=N3)N)C(=O)NC(CCC(=O)O)C(=O)O. Drug 2: CC1OCC2C(O1)C(C(C(O2)OC3C4COC(=O)C4C(C5=CC6=C(C=C35)OCO6)C7=CC(=C(C(=C7)OC)O)OC)O)O. Cell line: MALME-3M. Synergy scores: CSS=20.7, Synergy_ZIP=-3.11, Synergy_Bliss=4.56, Synergy_Loewe=6.12, Synergy_HSA=7.62.